Dataset: NCI-60 drug combinations with 297,098 pairs across 59 cell lines. Task: Regression. Given two drug SMILES strings and cell line genomic features, predict the synergy score measuring deviation from expected non-interaction effect. (1) Drug 1: CN1C2=C(C=C(C=C2)N(CCCl)CCCl)N=C1CCCC(=O)O.Cl. Drug 2: C(CC(=O)O)C(=O)CN.Cl. Cell line: OVCAR-5. Synergy scores: CSS=10.4, Synergy_ZIP=-2.77, Synergy_Bliss=1.36, Synergy_Loewe=-2.00, Synergy_HSA=1.50. (2) Drug 1: CC1CCCC2(C(O2)CC(NC(=O)CC(C(C(=O)C(C1O)C)(C)C)O)C(=CC3=CSC(=N3)C)C)C. Drug 2: B(C(CC(C)C)NC(=O)C(CC1=CC=CC=C1)NC(=O)C2=NC=CN=C2)(O)O. Cell line: HS 578T. Synergy scores: CSS=76.5, Synergy_ZIP=1.07, Synergy_Bliss=0.463, Synergy_Loewe=0.182, Synergy_HSA=1.10. (3) Drug 1: C1=NC2=C(N1)C(=S)N=C(N2)N. Drug 2: CCC1(CC2CC(C3=C(CCN(C2)C1)C4=CC=CC=C4N3)(C5=C(C=C6C(=C5)C78CCN9C7C(C=CC9)(C(C(C8N6C)(C(=O)OC)O)OC(=O)C)CC)OC)C(=O)OC)O.OS(=O)(=O)O. Cell line: UACC62. Synergy scores: CSS=38.5, Synergy_ZIP=-1.32, Synergy_Bliss=-2.26, Synergy_Loewe=-3.31, Synergy_HSA=1.22.